Dataset: Catalyst prediction with 721,799 reactions and 888 catalyst types from USPTO. Task: Predict which catalyst facilitates the given reaction. (1) Reactant: [Cl:1][C:2]1[C:11]2[C:6](=[C:7](C3C=C(C(F)(F)F)C=CC=3C([O-])=O)[CH:8]=[C:9]([O:12]C)[CH:10]=2)[C:5](=[O:27])[N:4]([C:28]2[CH:33]=[CH:32][C:31]([O:34]C)=[CH:30][CH:29]=2)[CH:3]=1.ClC1C=CC=CC=1.B(Br)(Br)Br.[OH2:47]. Product: [Cl:1][C:2]1[C:11]2[C:6](=[C:7]([OH:47])[CH:8]=[C:9]([OH:12])[CH:10]=2)[C:5](=[O:27])[N:4]([C:28]2[CH:33]=[CH:32][C:31]([OH:34])=[CH:30][CH:29]=2)[CH:3]=1. The catalyst class is: 5. (2) Reactant: [Cl:1][C:2]1[CH:3]=[CH:4][C:5]2[N:11]3[C:12]([C:15]([N:17]([CH3:19])[CH3:18])=[O:16])=[CH:13][CH:14]=[C:10]3[C@@H:9]([CH2:20][CH2:21][C:22]([N:24]3[CH2:29][CH2:28][CH:27]([CH2:30][C:31]([O:33]CC)=[O:32])[CH2:26][CH2:25]3)=[O:23])[O:8][C@H:7]([C:36]3[CH:41]=[CH:40][CH:39]=[C:38]([O:42][CH3:43])[C:37]=3[O:44][CH3:45])[C:6]=2[CH:46]=1. Product: [Cl:1][C:2]1[CH:3]=[CH:4][C:5]2[N:11]3[C:12]([C:15]([N:17]([CH3:19])[CH3:18])=[O:16])=[CH:13][CH:14]=[C:10]3[C@@H:9]([CH2:20][CH2:21][C:22]([N:24]3[CH2:25][CH2:26][CH:27]([CH2:30][C:31]([OH:33])=[O:32])[CH2:28][CH2:29]3)=[O:23])[O:8][C@H:7]([C:36]3[CH:41]=[CH:40][CH:39]=[C:38]([O:42][CH3:43])[C:37]=3[O:44][CH3:45])[C:6]=2[CH:46]=1. The catalyst class is: 5. (3) Reactant: C(OC([N:8]1[CH2:13][CH2:12][CH:11]([CH2:14][O:15][C:16]2[CH:17]=[C:18]3[C:23](=[CH:24][C:25]=2[O:26][CH3:27])[N:22]=[CH:21][N:20]=[C:19]3[O:28][C:29]2[C:30]([F:38])=[C:31]3[C:35](=[CH:36][CH:37]=2)[NH:34][CH:33]=[CH:32]3)[CH2:10][CH2:9]1)=O)(C)(C)C.Cl. Product: [F:38][C:30]1[C:29]([O:28][C:19]2[C:18]3[C:23](=[CH:24][C:25]([O:26][CH3:27])=[C:16]([O:15][CH2:14][CH:11]4[CH2:12][CH2:13][NH:8][CH2:9][CH2:10]4)[CH:17]=3)[N:22]=[CH:21][N:20]=2)=[CH:37][CH:36]=[C:35]2[C:31]=1[CH:32]=[CH:33][NH:34]2. The catalyst class is: 12.